Dataset: Reaction yield outcomes from USPTO patents with 853,638 reactions. Task: Predict the reaction yield, written as a fraction of the theoretical maximum amount of product (1.0 means a 100% yield; for example, 0.34 means a 34% yield). The reactants are [CH2:1]([O:8][C:9]([C:11]1[C:19]2[C:14](=[CH:15][CH:16]=[C:17]([OH:20])[CH:18]=2)[NH:13][C:12]=1[CH3:21])=[O:10])[C:2]1[CH:7]=[CH:6][CH:5]=[CH:4][CH:3]=1.C([O-])([O-])=O.[K+].[K+].C(O[CH2:32][CH3:33])(=O)C. The catalyst is CCC(C)=O. The product is [CH2:1]([O:8][C:9]([C:11]1[C:19]2[C:14](=[CH:15][CH:16]=[C:17]([O:20][CH2:11][CH2:12][N:13]3[CH2:33][CH2:32][CH2:15][CH2:14]3)[CH:18]=2)[NH:13][C:12]=1[CH3:21])=[O:10])[C:2]1[CH:7]=[CH:6][CH:5]=[CH:4][CH:3]=1. The yield is 0.268.